This data is from Peptide-MHC class I binding affinity with 185,985 pairs from IEDB/IMGT. The task is: Regression. Given a peptide amino acid sequence and an MHC pseudo amino acid sequence, predict their binding affinity value. This is MHC class I binding data. (1) The peptide sequence is NFLDGFLKF. The MHC is HLA-A29:02 with pseudo-sequence HLA-A29:02. The binding affinity (normalized) is 0.614. (2) The peptide sequence is NEAIMAVGM. The MHC is HLA-B44:03 with pseudo-sequence HLA-B44:03. The binding affinity (normalized) is 0.500. (3) The peptide sequence is EAEPPFGDSY. The MHC is HLA-A01:01 with pseudo-sequence HLA-A01:01. The binding affinity (normalized) is 0.309. (4) The peptide sequence is FRLMRTNFL. The MHC is HLA-A02:01 with pseudo-sequence HLA-A02:01. The binding affinity (normalized) is 0.155. (5) The peptide sequence is TLNAWVKVV. The MHC is HLA-A29:02 with pseudo-sequence HLA-A29:02. The binding affinity (normalized) is 0. (6) The peptide sequence is FLCKQYLNL. The MHC is HLA-A31:01 with pseudo-sequence HLA-A31:01. The binding affinity (normalized) is 0.0592. (7) The peptide sequence is ITYNKITTL. The MHC is H-2-Kb with pseudo-sequence H-2-Kb. The binding affinity (normalized) is 0.584.